From a dataset of Full USPTO retrosynthesis dataset with 1.9M reactions from patents (1976-2016). Predict the reactants needed to synthesize the given product. (1) Given the product [CH:1]1([NH:4][C:5](=[O:22])[C:6]2[CH:11]=[CH:10][C:9]([O:12][C:13]3[CH:18]=[CH:17][C:16]([CH2:19][N:38]4[CH2:37][CH2:36][CH:35]([N:34]5[C@H:33]([C:41]6[CH:46]=[CH:45][CH:44]=[CH:43][CH:42]=6)[CH2:32][O:31][C:30]5=[N:29][C:23]5[CH:28]=[CH:27][CH:26]=[CH:25][CH:24]=5)[CH2:40][CH2:39]4)=[C:15]([CH3:21])[N:14]=3)=[CH:8][CH:7]=2)[CH2:3][CH2:2]1, predict the reactants needed to synthesize it. The reactants are: [CH:1]1([NH:4][C:5](=[O:22])[C:6]2[CH:11]=[CH:10][C:9]([O:12][C:13]3[CH:18]=[CH:17][C:16]([CH:19]=O)=[C:15]([CH3:21])[N:14]=3)=[CH:8][CH:7]=2)[CH2:3][CH2:2]1.[C:23]1([N:29]=[C:30]2[N:34]([CH:35]3[CH2:40][CH2:39][NH:38][CH2:37][CH2:36]3)[C@H:33]([C:41]3[CH:46]=[CH:45][CH:44]=[CH:43][CH:42]=3)[CH2:32][O:31]2)[CH:28]=[CH:27][CH:26]=[CH:25][CH:24]=1.[BH-](OC(C)=O)(OC(C)=O)OC(C)=O.[Na+]. (2) Given the product [CH:1]1([C:9](=[O:11])[CH3:10])[CH2:8][CH2:7][CH2:6][CH2:5][CH:4]=[CH:3][CH2:2]1, predict the reactants needed to synthesize it. The reactants are: [CH:1]1[CH2:8][CH2:7][CH2:6][CH2:5][CH2:4][CH2:3][CH:2]=1.[C:9](OC(=O)C)(=[O:11])[CH3:10].